The task is: Regression. Given a peptide amino acid sequence and an MHC pseudo amino acid sequence, predict their binding affinity value. This is MHC class I binding data.. This data is from Peptide-MHC class I binding affinity with 185,985 pairs from IEDB/IMGT. (1) The peptide sequence is QRLSATLQRIR. The MHC is HLA-B27:05 with pseudo-sequence HLA-B27:05. The binding affinity (normalized) is 0.454. (2) The peptide sequence is CLSDEINHV. The MHC is HLA-B15:01 with pseudo-sequence HLA-B15:01. The binding affinity (normalized) is 0.0847. (3) The peptide sequence is NTMCTEETKR. The MHC is HLA-A31:01 with pseudo-sequence HLA-A31:01. The binding affinity (normalized) is 0.122. (4) The peptide sequence is VPAGTTISV. The MHC is HLA-B07:02 with pseudo-sequence HLA-B07:02. The binding affinity (normalized) is 0.733. (5) The peptide sequence is ELIRRVRRY. The MHC is HLA-B15:01 with pseudo-sequence HLA-B15:01. The binding affinity (normalized) is 0.322.